Dataset: Forward reaction prediction with 1.9M reactions from USPTO patents (1976-2016). Task: Predict the product of the given reaction. (1) Given the reactants Cl.[NH:2]1[CH2:7][CH2:6][CH2:5][CH2:4][CH:3]1[CH2:8][C:9]([OH:11])=[O:10].[F:12][C:13]([F:28])([F:27])[C:14]1[CH:15]=[C:16]([CH:20]=[C:21]([C:23]([F:26])([F:25])[F:24])[CH:22]=1)[C:17](Cl)=[O:18], predict the reaction product. The product is: [F:12][C:13]([F:27])([F:28])[C:14]1[CH:15]=[C:16]([CH:20]=[C:21]([C:23]([F:26])([F:24])[F:25])[CH:22]=1)[C:17]([N:2]1[CH2:7][CH2:6][CH2:5][CH2:4][CH:3]1[CH2:8][C:9]([OH:11])=[O:10])=[O:18]. (2) Given the reactants [CH3:1][C:2]1[N:7]([CH2:8][C:9]2[S:10][C:11]([C:14]([F:17])([F:16])[F:15])=[CH:12][CH:13]=2)[C:6](=[O:18])[N:5]=[C:4](SC)[N:3]=1.[N:21]1([C:27]([O:29][C:30]([CH3:33])([CH3:32])[CH3:31])=[O:28])[CH2:26][CH2:25][NH:24][CH2:23][CH2:22]1, predict the reaction product. The product is: [CH3:1][C:2]1[N:7]([CH2:8][C:9]2[S:10][C:11]([C:14]([F:17])([F:16])[F:15])=[CH:12][CH:13]=2)[C:6](=[O:18])[N:5]=[C:4]([N:24]2[CH2:23][CH2:22][N:21]([C:27]([O:29][C:30]([CH3:33])([CH3:32])[CH3:31])=[O:28])[CH2:26][CH2:25]2)[N:3]=1. (3) Given the reactants [Cl:1][C:2]1[CH:23]=[CH:22][C:5]([C:6]([NH:8][C:9]2[CH:14]=[C:13]([N:15]3[CH2:20][CH2:19][O:18][CH2:17][CH2:16]3)[CH:12]=[C:11]([F:21])[CH:10]=2)=[O:7])=[CH:4][C:3]=1[NH:24][C:25]([C:27]1[CH:28]=[N:29][C:30](Cl)=[CH:31][CH:32]=1)=[O:26].[CH3:34][N:35]1[CH2:40][CH2:39][NH:38][CH2:37][CH2:36]1, predict the reaction product. The product is: [Cl:1][C:2]1[CH:23]=[CH:22][C:5]([C:6]([NH:8][C:9]2[CH:14]=[C:13]([N:15]3[CH2:16][CH2:17][O:18][CH2:19][CH2:20]3)[CH:12]=[C:11]([F:21])[CH:10]=2)=[O:7])=[CH:4][C:3]=1[NH:24][C:25]([C:27]1[CH:28]=[N:29][C:30]([N:38]2[CH2:39][CH2:40][N:35]([CH3:34])[CH2:36][CH2:37]2)=[CH:31][CH:32]=1)=[O:26]. (4) Given the reactants [OH:1][C@@H:2]([C@H:4]1[C:34](=[O:35])[N:6]2[C:7]([C:21]([O:23][CH2:24][C:25]3[CH:30]=[CH:29][C:28]([N+:31]([O-:33])=[O:32])=[CH:27][CH:26]=3)=[O:22])=[C:8]([C:11]3[S:15][C:14]4=[C:16]([S:19][CH3:20])[N:17]=[CH:18][N:13]4[CH:12]=3)[C@H:9]([CH3:10])[C@H:5]12)[CH3:3].[N+:36]([C:39]1[CH:48]=[CH:47][C:42]([C:43](=[O:46])[CH2:44][Br:45])=[CH:41][CH:40]=1)([O-:38])=[O:37], predict the reaction product. The product is: [Br-:45].[OH:1][C@@H:2]([C@H:4]1[C:34](=[O:35])[N:6]2[C:7]([C:21]([O:23][CH2:24][C:25]3[CH:26]=[CH:27][C:28]([N+:31]([O-:33])=[O:32])=[CH:29][CH:30]=3)=[O:22])=[C:8]([C:11]3[S:15][C:14]4=[C:16]([S:19][CH3:20])[N:17]([CH2:44][C:43]([C:42]5[CH:41]=[CH:40][C:39]([N+:36]([O-:38])=[O:37])=[CH:48][CH:47]=5)=[O:46])[CH:18]=[N+:13]4[CH:12]=3)[C@H:9]([CH3:10])[C@H:5]12)[CH3:3]. (5) Given the reactants [C:1]([O:5][C:6]([N:8]1[C:16]2[C:11](=[CH:12][C:13]([CH2:17][OH:18])=[CH:14][CH:15]=2)[CH:10]=[CH:9]1)=[O:7])([CH3:4])([CH3:3])[CH3:2], predict the reaction product. The product is: [C:1]([O:5][C:6]([N:8]1[C:16]2[C:11](=[CH:12][C:13]([CH:17]=[O:18])=[CH:14][CH:15]=2)[CH:10]=[CH:9]1)=[O:7])([CH3:4])([CH3:2])[CH3:3].